Predict the reactants needed to synthesize the given product. From a dataset of Full USPTO retrosynthesis dataset with 1.9M reactions from patents (1976-2016). (1) Given the product [CH2:30]([N:14]1[CH2:15][CH2:16][CH:11]([N:8]2[C:9]3[CH:10]=[C:2]([Br:1])[CH:3]=[C:4]([C:17]([NH:19][CH2:20][C:21]4[C:22](=[O:29])[NH:23][C:24]([CH3:28])=[CH:25][C:26]=4[CH3:27])=[O:18])[C:5]=3[CH:6]=[N:7]2)[CH2:12][CH2:13]1)[C:31]1[CH:36]=[CH:35][CH:34]=[CH:33][CH:32]=1, predict the reactants needed to synthesize it. The reactants are: [Br:1][C:2]1[CH:3]=[C:4]([C:17]([NH:19][CH2:20][C:21]2[C:22](=[O:29])[NH:23][C:24]([CH3:28])=[CH:25][C:26]=2[CH3:27])=[O:18])[C:5]2[CH:6]=[N:7][N:8]([CH:11]3[CH2:16][CH2:15][NH:14][CH2:13][CH2:12]3)[C:9]=2[CH:10]=1.[CH:30](=O)[C:31]1[CH:36]=[CH:35][CH:34]=[CH:33][CH:32]=1.CO.C(O)(=O)C.[BH3-]C#N.[Na+]. (2) The reactants are: [CH2:1]([C@@H:8]([CH2:12][CH2:13][C@H:14]([CH2:32][C:33]1[CH:38]=[CH:37][CH:36]=[CH:35][CH:34]=1)[C:15](=[O:31])[NH:16][C@@H:17]1[CH2:23][CH2:22][CH2:21][CH2:20][N:19]([C:24]2[CH:29]=[CH:28][CH:27]=[CH:26][CH:25]=2)[C:18]1=[O:30])[C:9](O)=[O:10])[C:2]1[CH:7]=[CH:6][CH:5]=[CH:4][CH:3]=1.[NH2:39][C@H:40]1[CH2:46][CH2:45][S:44][C@H:43]2[CH2:47][CH2:48][C@@H:49]([C:51]([F:54])([F:53])[F:52])[CH2:50][N:42]2[C:41]1=[O:55]. Given the product [CH2:32]([C@@H:14]([CH2:13][CH2:12][C@H:8]([CH2:1][C:2]1[CH:3]=[CH:4][CH:5]=[CH:6][CH:7]=1)[C:9]([NH:39][C@H:40]1[CH2:46][CH2:45][S:44][C@H:43]2[CH2:47][CH2:48][C@@H:49]([C:51]([F:52])([F:54])[F:53])[CH2:50][N:42]2[C:41]1=[O:55])=[O:10])[C:15]([NH:16][C@H:17]1[CH2:23][CH2:22][CH2:21][CH2:20][N:19]([C:24]2[CH:25]=[CH:26][CH:27]=[CH:28][CH:29]=2)[C:18]1=[O:30])=[O:31])[C:33]1[CH:38]=[CH:37][CH:36]=[CH:35][CH:34]=1, predict the reactants needed to synthesize it. (3) Given the product [Cl:20][C:11]1[C:10]2[C:5](=[CH:6][C:7]([C:14]([F:17])([F:16])[F:15])=[CH:8][CH:9]=2)[N:4]=[C:3]([CH2:2][Cl:1])[N:12]=1, predict the reactants needed to synthesize it. The reactants are: [Cl:1][CH2:2][C:3]1[NH:12][C:11](=O)[C:10]2[C:5](=[CH:6][C:7]([C:14]([F:17])([F:16])[F:15])=[CH:8][CH:9]=2)[N:4]=1.O=P(Cl)(Cl)[Cl:20].N1C(C)=CC=CC=1C. (4) The reactants are: [Cl:1][C:2]1[C:3]([C:16]2[CH:17]=[N:18][N:19]3[CH:24]=[CH:23][CH:22]=[CH:21][C:20]=23)=[N:4][C:5]([NH:8][C@@H:9]2[CH2:14][CH2:13][CH2:12][C@H:11]([NH2:15])[CH2:10]2)=[N:6][CH:7]=1.Cl.[C:26]([O:30][C:31]([NH:33][C:34]1[CH:42]=[CH:41][C:37]([C:38](O)=[O:39])=[CH:36][CH:35]=1)=[O:32])([CH3:29])([CH3:28])[CH3:27].CCN(C(C)C)C(C)C.CN(C(ON1N=NC2C=CC=CC1=2)=[N+](C)C)C.F[P-](F)(F)(F)(F)F. Given the product [Cl:1][C:2]1[C:3]([C:16]2[CH:17]=[N:18][N:19]3[CH:24]=[CH:23][CH:22]=[CH:21][C:20]=23)=[N:4][C:5]([NH:8][C@@H:9]2[CH2:14][CH2:13][CH2:12][C@H:11]([NH:15][C:38]([C:37]3[CH:36]=[CH:35][C:34]([NH:33][C:31](=[O:32])[O:30][C:26]([CH3:28])([CH3:27])[CH3:29])=[CH:42][CH:41]=3)=[O:39])[CH2:10]2)=[N:6][CH:7]=1, predict the reactants needed to synthesize it. (5) Given the product [CH2:11]([O:9][C:8]([C:3]1[CH:4]=[N:5][CH:6]=[CH:7][C:2]=1[Cl:1])=[O:10])[CH3:12], predict the reactants needed to synthesize it. The reactants are: [Cl:1][C:2]1[CH:7]=[CH:6][N:5]=[CH:4][C:3]=1[C:8]([OH:10])=[O:9].[CH2:11](O)[CH3:12].C(N(C(C)C)CC)(C)C. (6) Given the product [C:16]1([C:15]([C:28]2[CH:33]=[CH:32][CH:31]=[CH:30][CH:29]=2)([C:22]2[CH:23]=[CH:24][CH:25]=[CH:26][CH:27]=2)[N:13]2[CH:14]=[C:10]([CH:9]([P:4](=[O:8])([O:5][CH2:6][CH3:7])[O:3][CH2:1][CH3:2])[CH3:34])[N:11]=[CH:12]2)[CH:21]=[CH:20][CH:19]=[CH:18][CH:17]=1, predict the reactants needed to synthesize it. The reactants are: [CH2:1]([O:3][P:4]([CH2:9][C:10]1[N:11]=[CH:12][N:13]([C:15]([C:28]2[CH:33]=[CH:32][CH:31]=[CH:30][CH:29]=2)([C:22]2[CH:27]=[CH:26][CH:25]=[CH:24][CH:23]=2)[C:16]2[CH:21]=[CH:20][CH:19]=[CH:18][CH:17]=2)[CH:14]=1)(=[O:8])[O:5][CH2:6][CH3:7])[CH3:2].[CH3:34]CCCCC.C([Li])CCC.CI. (7) The reactants are: C([Mg]Cl)(C)(C)C.[F:7][C:8]1[C:13]([C:14]2[C:19]([F:20])=[C:18]([F:21])[C:17]([CH2:22][S:23]([C:26]([F:29])([F:28])[F:27])(=[O:25])=[O:24])=[C:16]([F:30])[C:15]=2[F:31])=[C:12]([F:32])[C:11]([F:33])=[C:10]([F:34])[C:9]=1[F:35].[F:36][C:37]([F:50])([F:49])[S:38](O[S:38]([C:37]([F:50])([F:49])[F:36])(=[O:40])=[O:39])(=[O:40])=[O:39].O.Cl. Given the product [F:32][C:12]1[C:13]([C:14]2[C:15]([F:31])=[C:16]([F:30])[C:17]([CH:22]([S:38]([C:37]([F:50])([F:49])[F:36])(=[O:40])=[O:39])[S:23]([C:26]([F:27])([F:28])[F:29])(=[O:25])=[O:24])=[C:18]([F:21])[C:19]=2[F:20])=[C:8]([F:7])[C:9]([F:35])=[C:10]([F:34])[C:11]=1[F:33], predict the reactants needed to synthesize it. (8) Given the product [CH:3]12[CH2:9][CH:7]3[CH2:6][CH:5]([CH2:10][CH:1]([CH2:8]3)[CH:2]1[C:11]([O:13][CH3:16])=[O:12])[CH2:4]2, predict the reactants needed to synthesize it. The reactants are: [CH:1]12[CH2:10][CH:5]3[CH2:6][CH:7]([CH2:9][CH:3]([CH2:4]3)[CH:2]1[C:11]([OH:13])=[O:12])[CH2:8]2.CO.[CH3:16][Si](C=[N+]=[N-])(C)C.